From a dataset of Reaction yield outcomes from USPTO patents with 853,638 reactions. Predict the reaction yield, written as a fraction of the theoretical maximum amount of product (1.0 means a 100% yield; for example, 0.34 means a 34% yield). The reactants are [NH2:1][C:2]([C:6]1[CH:11]=[CH:10][CH:9]=[C:8]([Br:12])[CH:7]=1)([CH3:5])[CH2:3][OH:4].C(N(CC)CC)C.[Cl:20][CH2:21][C:22](Cl)=[O:23]. The catalyst is C(#N)C. The product is [Br:12][C:8]1[CH:7]=[C:6]([C:2]([NH:1][C:22](=[O:23])[CH2:21][Cl:20])([CH3:5])[CH2:3][OH:4])[CH:11]=[CH:10][CH:9]=1. The yield is 0.860.